This data is from Catalyst prediction with 721,799 reactions and 888 catalyst types from USPTO. The task is: Predict which catalyst facilitates the given reaction. (1) Reactant: Br[C:2]1[S:6][C:5]2[C:7]([Br:13])=[C:8]([O:11][CH3:12])[CH:9]=[CH:10][C:4]=2[CH:3]=1.[Li]CCCC.[S:19](=[O:21])=[O:20].[Cl:22]N1C(=O)CCC1=O. Product: [Br:13][C:7]1[C:5]2[S:6][C:2]([S:19]([Cl:22])(=[O:21])=[O:20])=[CH:3][C:4]=2[CH:10]=[CH:9][C:8]=1[O:11][CH3:12]. The catalyst class is: 27. (2) Reactant: [OH-].[Na+].[CH3:3][O:4][C:5]1[CH:14]=[C:13]([C:15]2[CH:20]=[CH:19][CH:18]=[CH:17][CH:16]=2)[CH:12]=[CH:11][C:6]=1[C:7]([O:9]C)=[O:8]. The catalyst class is: 5. Product: [CH3:3][O:4][C:5]1[CH:14]=[C:13]([C:15]2[CH:20]=[CH:19][CH:18]=[CH:17][CH:16]=2)[CH:12]=[CH:11][C:6]=1[C:7]([OH:9])=[O:8]. (3) Reactant: [CH3:1][N:2]([CH3:6])[CH2:3][CH2:4][NH2:5].Cl[C:8]1[N:9]([CH2:30][CH:31]2[CH2:33][CH2:32]2)[C:10]2[C:15]([N:16]=1)=[C:14]([N:17]1[CH2:22][CH2:21][O:20][CH2:19][CH2:18]1)[N:13]=[C:12]([C:23]1[CH:24]=[N:25][C:26]([NH2:29])=[N:27][CH:28]=1)[N:11]=2. Product: [NH2:29][C:26]1[N:25]=[CH:24][C:23]([C:12]2[N:11]=[C:10]3[C:15]([N:16]=[C:8]([NH:5][CH2:4][CH2:3][N:2]([CH3:6])[CH3:1])[N:9]3[CH2:30][CH:31]3[CH2:33][CH2:32]3)=[C:14]([N:17]3[CH2:22][CH2:21][O:20][CH2:19][CH2:18]3)[N:13]=2)=[CH:28][N:27]=1. The catalyst class is: 16. (4) Reactant: [CH2:1]([C:3]1[CH:8]=[C:7]([C:9]2[O:13][N:12]=[C:11]([C:14]3[CH:19]=[CH:18][C:17]([CH2:20][N:21]4[CH:25]=[CH:24][C:23]([C:26]([O:28]C)=[O:27])=[N:22]4)=[CH:16][CH:15]=3)[N:10]=2)[CH:6]=[CH:5][C:4]=1[C:30]1[CH:35]=[CH:34][CH:33]=[CH:32][C:31]=1[F:36])[CH3:2].[OH-].[Na+:38]. Product: [CH2:1]([C:3]1[CH:8]=[C:7]([C:9]2[O:13][N:12]=[C:11]([C:14]3[CH:15]=[CH:16][C:17]([CH2:20][N:21]4[CH:25]=[CH:24][C:23]([C:26]([O-:28])=[O:27])=[N:22]4)=[CH:18][CH:19]=3)[N:10]=2)[CH:6]=[CH:5][C:4]=1[C:30]1[CH:35]=[CH:34][CH:33]=[CH:32][C:31]=1[F:36])[CH3:2].[Na+:38]. The catalyst class is: 8. (5) Reactant: [F:1][C:2]1[CH:10]=[C:9]2[C:5]([CH:6]=[CH:7][NH:8]2)=[C:4]([C:11]2[CH:16]=[C:15]([N:17]3[CH2:22][CH2:21][O:20][CH2:19][CH2:18]3)[N:14]=[C:13](S(C)(=O)=O)[N:12]=2)[CH:3]=1.[NH2:27][CH2:28][CH2:29][C:30]1[CH:31]=[N:32][CH:33]=[CH:34][CH:35]=1. Product: [F:1][C:2]1[CH:10]=[C:9]2[C:5]([CH:6]=[CH:7][NH:8]2)=[C:4]([C:11]2[CH:16]=[C:15]([N:17]3[CH2:22][CH2:21][O:20][CH2:19][CH2:18]3)[N:14]=[C:13]([NH:27][CH2:28][CH2:29][C:30]3[CH:31]=[N:32][CH:33]=[CH:34][CH:35]=3)[N:12]=2)[CH:3]=1. The catalyst class is: 12.